The task is: Predict the reactants needed to synthesize the given product.. This data is from Full USPTO retrosynthesis dataset with 1.9M reactions from patents (1976-2016). (1) Given the product [O:24]1[C:23]2[CH:27]=[CH:28][C:20]([C:17]3[CH:16]=[CH:15][C:14]([C:5]4[CH:4]=[C:3]([OH:2])[N:7]([C:8]5[CH:13]=[CH:12][CH:11]=[CH:10][N:9]=5)[N:6]=4)=[CH:19][CH:18]=3)=[CH:21][C:22]=2[O:26][CH2:25]1, predict the reactants needed to synthesize it. The reactants are: C(=O)(OC(C)(C)C)[O:2][C:3]1[N:7]([C:8]2[CH:13]=[CH:12][CH:11]=[CH:10][N:9]=2)[N:6]=[C:5]([C:14]2[CH:19]=[CH:18][C:17]([C:20]3[CH:28]=[CH:27][C:23]4[O:24][CH2:25][O:26][C:22]=4[CH:21]=3)=[CH:16][CH:15]=2)[CH:4]=1.C(=O)(OC(C)(C)C)OC1N(C2C=CC=CN=2)N=C(C2C=CC(C3C=CC=CC=3)=CC=2)C=1. (2) Given the product [CH2:32]([NH:33][C:11]([C:6]1[C:5]2[C:4]3([C:25]4[C:16](=[CH:17][C:18]5[O:23][CH2:22][CH2:21][O:20][C:19]=5[CH:24]=4)[O:15][CH2:14]3)[C:3](=[O:26])[N:2]([CH3:1])[C:10]=2[CH:9]=[CH:8][CH:7]=1)=[O:13])[CH2:31][CH2:30][CH2:29][CH2:28][CH3:36], predict the reactants needed to synthesize it. The reactants are: [CH3:1][N:2]1[C:10]2[CH:9]=[CH:8][CH:7]=[C:6]([C:11]([OH:13])=O)[C:5]=2[C:4]2([C:25]3[C:16](=[CH:17][C:18]4[O:23][CH2:22][CH2:21][O:20][C:19]=4[CH:24]=3)[O:15][CH2:14]2)[C:3]1=[O:26].O[C:28]1[C:36]2N=N[NH:33][C:32]=2[CH:31]=[CH:30][CH:29]=1.F[B-](F)(F)F.N1(OC(N(C)C)=[N+](C)C)C2C=CC=CC=2N=N1.C(N(CC)C(C)C)(C)C.C(N)CCCCC. (3) Given the product [NH2:1][C:2]1[N:7]=[C:6]([NH:8][C@H:9]([C:11]2[N:12]([C:23]3[CH:24]=[CH:25][CH:26]=[CH:27][CH:28]=3)[C:13](=[O:22])[C:14]3[C:19]([CH:20]=2)=[CH:18][CH:17]=[CH:16][C:15]=3[Cl:21])[CH3:10])[C:5]([C:31]([OH:34])=[O:32])=[CH:4][N:3]=1, predict the reactants needed to synthesize it. The reactants are: [NH2:1][C:2]1[N:7]=[C:6]([NH:8][C@H:9]([C:11]2[N:12]([C:23]3[CH:28]=[CH:27][CH:26]=[CH:25][CH:24]=3)[C:13](=[O:22])[C:14]3[C:19]([CH:20]=2)=[CH:18][CH:17]=[CH:16][C:15]=3[Cl:21])[CH3:10])[C:5](C#N)=[CH:4][N:3]=1.[C:31]([O-:34])(O)=[O:32].[Na+]. (4) The reactants are: [C:1]([C:5]1[N:9]([CH2:10][CH:11]2[CH2:16][CH2:15][C:14]([F:18])([F:17])[CH2:13][CH2:12]2)[C:8]2[CH:19]=[CH:20][C:21]([NH:23]C(=O)C)=[CH:22][C:7]=2[N:6]=1)([CH3:4])([CH3:3])[CH3:2]. Given the product [C:1]([C:5]1[N:9]([CH2:10][CH:11]2[CH2:16][CH2:15][C:14]([F:18])([F:17])[CH2:13][CH2:12]2)[C:8]2[CH:19]=[CH:20][C:21]([NH2:23])=[CH:22][C:7]=2[N:6]=1)([CH3:4])([CH3:2])[CH3:3], predict the reactants needed to synthesize it. (5) Given the product [CH2:1]([N:3]1[CH:8]=[C:7]([C:9]([OH:11])=[O:10])[CH:6]=[CH:5][C:4]1=[O:13])[CH3:2], predict the reactants needed to synthesize it. The reactants are: [CH2:1]([N:3]1[CH:8]=[C:7]([C:9]([O:11]C)=[O:10])[CH:6]=[CH:5][C:4]1=[O:13])[CH3:2].O.[OH-].[Li+].Cl. (6) Given the product [CH3:25][C:15]1[CH:20]=[CH:19][C:18]([S:21]([O:1][CH2:2][CH2:3][O:4][CH2:5][CH2:6][OH:7])(=[O:23])=[O:22])=[CH:17][CH:16]=1, predict the reactants needed to synthesize it. The reactants are: [OH:1][CH2:2][CH2:3][O:4][CH2:5][CH2:6][OH:7].C(N(CC)CC)C.[C:15]1([CH3:25])[CH:20]=[CH:19][C:18]([S:21](Cl)(=[O:23])=[O:22])=[CH:17][CH:16]=1.